This data is from CYP2D6 inhibition data for predicting drug metabolism from PubChem BioAssay. The task is: Regression/Classification. Given a drug SMILES string, predict its absorption, distribution, metabolism, or excretion properties. Task type varies by dataset: regression for continuous measurements (e.g., permeability, clearance, half-life) or binary classification for categorical outcomes (e.g., BBB penetration, CYP inhibition). Dataset: cyp2d6_veith. (1) The molecule is N[C@@]1(C(=O)O)CCC[C@@H]1C(=O)O. The result is 0 (non-inhibitor). (2) The drug is Cc1nc(Cl)c(C#N)cc1-c1ccccc1. The result is 0 (non-inhibitor). (3) The molecule is Cc1ccc(C)c(NC(=O)c2ncn[nH]2)c1. The result is 0 (non-inhibitor). (4) The result is 0 (non-inhibitor). The drug is CC1=CC(=O)CC(C)(C)[C@]1(O)/C=C\C(C)=C\C(=O)O. (5) The drug is O=C(c1cccc(F)c1)N1CCC[C@@]2(CCN(c3cccc(-c4ccccc4)c3)C2)C1. The result is 0 (non-inhibitor).